This data is from Reaction yield outcomes from USPTO patents with 853,638 reactions. The task is: Predict the reaction yield, written as a fraction of the theoretical maximum amount of product (1.0 means a 100% yield; for example, 0.34 means a 34% yield). (1) The reactants are [C:1]([CH:5]1[CH2:10][CH2:9][C:8](=O)[CH:7]([CH2:12][C:13]#[CH:14])[CH2:6]1)([CH3:4])([CH3:3])[CH3:2].Cl.[NH2:16][OH:17].N1C=CC=CC=1. The catalyst is C(O)C. The product is [C:1]([CH:5]1[CH2:10][CH2:9]/[C:8](=[N:16]/[OH:17])/[CH:7]([CH2:12][C:13]#[CH:14])[CH2:6]1)([CH3:4])([CH3:3])[CH3:2]. The yield is 0.930. (2) The reactants are [CH2:1]([N:8]1[C:16]2[C:11](=[C:12](Br)[CH:13]=[CH:14][CH:15]=2)[CH:10]=[CH:9]1)[C:2]1[CH:7]=[CH:6][CH:5]=[CH:4][CH:3]=1.[F:18][C:19]([F:30])([F:29])[C:20]1[CH:25]=[CH:24][C:23](B(O)O)=[CH:22][CH:21]=1.ClCCl.C(=O)([O-])[O-].[K+].[K+]. The catalyst is O1CCOCC1.O.C1C=CC(P(C2C=CC=CC=2)[C-]2C=CC=C2)=CC=1.C1C=CC(P(C2C=CC=CC=2)[C-]2C=CC=C2)=CC=1.Cl[Pd]Cl.[Fe+2]. The product is [CH2:1]([N:8]1[C:16]2[C:11](=[C:12]([C:23]3[CH:24]=[CH:25][C:20]([C:19]([F:30])([F:29])[F:18])=[CH:21][CH:22]=3)[CH:13]=[CH:14][CH:15]=2)[CH:10]=[CH:9]1)[C:2]1[CH:7]=[CH:6][CH:5]=[CH:4][CH:3]=1. The yield is 0.490.